Dataset: Experimentally validated miRNA-target interactions with 360,000+ pairs, plus equal number of negative samples. Task: Binary Classification. Given a miRNA mature sequence and a target amino acid sequence, predict their likelihood of interaction. (1) The miRNA is hsa-miR-197-3p with sequence UUCACCACCUUCUCCACCCAGC. The protein sequence of the target gene is MELPNYSRQLLQQLYTLCKEQQFCDCTISIGTIYFRAHKLVLAAASLLFKTLLDNTDTISIDASVVSPEEFALLLEMMYTGKLPVGKHNFSKIISLADSLQMFDVAVSCKNLLTSLVNCSVQGQVVRDVSAPSSETFRKEPEKPQVEILSSEGAGEPHSSPELAATPGGPVKAETEEAAHSVSQEMSVNSPTAQESQRNAETPAETPTTAEACSPSPAVQTFSEAKKTSTEPGCERKHYQLNFLLENEGVFSDALMVTQDVLKKLEMCSEIKGPQKEMIVKCFEGEGGHSAFQRILGKVR.... Result: 1 (interaction). (2) The miRNA is hsa-miR-7151-3p with sequence CUACAGGCUGGAAUGGGCUCA. The protein sequence of the target gene is MLAMDTCKHVGQLQLAQDHSSLNPQKWHCVDCNTTESIWACLSCSHVACGRYIEEHALKHFQESSHPVALEVNEMYVFCYLCDDYVLNDNTTGDLKLLRRTLSAIKSQNYHCTTRSGRFLRSMGTGDDSYFLHDGAQSLLQSEDQLYTALWHRRRILMGKIFRTWFEQSPIGRKKQEEPFQEKIVVKREVKKRRQELEYQVKAELESMPPRKSLRLQGLAQSTIIEIVSVQVPAQTPASPAKDKVLSTSENEISQKVSDSSVKRRPIVTPGVTGLRNLGNTCYMNSVLQVLSHLLIFRQC.... Result: 0 (no interaction).